From a dataset of Forward reaction prediction with 1.9M reactions from USPTO patents (1976-2016). Predict the product of the given reaction. (1) Given the reactants [F:1][C:2]([F:27])([F:26])[C:3]1[CH:4]=[C:5]([NH:9][C:10](=[O:25])[CH2:11][C:12]([NH:14][C:15]2[CH:20]=[CH:19][CH:18]=[C:17]([C:21]([F:24])([F:23])[F:22])[CH:16]=2)=[O:13])[CH:6]=[CH:7][CH:8]=1.[CH:28](=O)[C:29]1[CH:34]=[CH:33][CH:32]=[CH:31][CH:30]=1, predict the reaction product. The product is: [F:1][C:2]([F:26])([F:27])[C:3]1[CH:4]=[C:5]([NH:9][C:10](=[O:25])[C:11](=[CH:28][C:29]2[CH:34]=[CH:33][CH:32]=[CH:31][CH:30]=2)[C:12]([NH:14][C:15]2[CH:20]=[CH:19][CH:18]=[C:17]([C:21]([F:24])([F:23])[F:22])[CH:16]=2)=[O:13])[CH:6]=[CH:7][CH:8]=1. (2) Given the reactants [Cl:1][C:2]1[CH:10]=[CH:9][C:8]([O:11][CH2:12][C:13]2[CH:18]=[CH:17][CH:16]=[CH:15][CH:14]=2)=[C:7]2[C:3]=1[CH2:4][N:5]([C:20]1[CH:25]=[CH:24][C:23]([CH2:26][C:27]([O:29]CC)=[O:28])=[CH:22][CH:21]=1)[C:6]2=[O:19].[OH-].[Na+], predict the reaction product. The product is: [Cl:1][C:2]1[CH:10]=[CH:9][C:8]([O:11][CH2:12][C:13]2[CH:18]=[CH:17][CH:16]=[CH:15][CH:14]=2)=[C:7]2[C:3]=1[CH2:4][N:5]([C:20]1[CH:21]=[CH:22][C:23]([CH2:26][C:27]([OH:29])=[O:28])=[CH:24][CH:25]=1)[C:6]2=[O:19]. (3) Given the reactants [NH2:1][C:2]1[CH:3]=[N:4][CH:5]=[CH:6][C:7]=1[NH2:8].[C:9](O)(=[O:13])[C:10](O)=[O:11], predict the reaction product. The product is: [NH:8]1[C:10](=[O:11])[C:9](=[O:13])[NH:1][C:2]2[CH:3]=[N:4][CH:5]=[CH:6][C:7]1=2. (4) Given the reactants Br[C:2]1[CH:7]=[C:6]([F:8])[CH:5]=[C:4]([F:9])[CH:3]=1.[Mg].II.[C:13]([N:20]1[CH2:24][CH2:23][C:22](=[O:25])[CH2:21]1)([O:15][C:16]([CH3:19])([CH3:18])[CH3:17])=[O:14].[Cl-].[NH4+], predict the reaction product. The product is: [F:9][C:4]1[CH:3]=[C:2]([C:22]2([OH:25])[CH2:23][CH2:24][N:20]([C:13]([O:15][C:16]([CH3:18])([CH3:17])[CH3:19])=[O:14])[CH2:21]2)[CH:7]=[C:6]([F:8])[CH:5]=1. (5) Given the reactants C(NC(C)C)(C)C.C([Li])CCC.[F:13][C:14]1[CH:19]=[C:18]([F:20])[CH:17]=[CH:16][C:15]=1[NH:21][S:22]([C:25]1[CH:30]=[CH:29][C:28]([CH2:31][CH3:32])=[CH:27][CH:26]=1)(=[O:24])=[O:23].CN(C)[CH:35]=[O:36], predict the reaction product. The product is: [F:13][C:14]1[C:19]([CH:35]=[O:36])=[C:18]([F:20])[CH:17]=[CH:16][C:15]=1[NH:21][S:22]([C:25]1[CH:30]=[CH:29][C:28]([CH2:31][CH3:32])=[CH:27][CH:26]=1)(=[O:24])=[O:23]. (6) Given the reactants [Br:1][C:2]1[CH:3]=[CH:4][C:5]([I:10])=[C:6]([CH:9]=1)[C:7]#N.[H-].C([Al+]CC(C)C)C(C)C.C1C[O:24]CC1, predict the reaction product. The product is: [Br:1][C:2]1[CH:3]=[CH:4][C:5]([I:10])=[C:6]([CH:9]=1)[CH:7]=[O:24]. (7) Given the reactants CCOC(/N=N/C(OCC)=O)=O.[C:13]12([C:23]([C:26]3[C:31](O)=[CH:30][C:29]([OH:33])=[CH:28][C:27]=3[Cl:34])=[N:24][OH:25])[CH2:22][CH:17]3[CH2:18][CH:19]([CH2:21][CH:15]([CH2:16]3)[CH2:14]1)[CH2:20]2.C1(P(C2C=CC=CC=2)C2C=CC=CC=2)C=CC=CC=1.O, predict the reaction product. The product is: [C:13]12([C:23]3[C:26]4[C:27]([Cl:34])=[CH:28][C:29]([OH:33])=[CH:30][C:31]=4[O:25][N:24]=3)[CH2:14][CH:15]3[CH2:16][CH:17]([CH2:18][CH:19]([CH2:21]3)[CH2:20]1)[CH2:22]2.